From a dataset of Reaction yield outcomes from USPTO patents with 853,638 reactions. Predict the reaction yield, written as a fraction of the theoretical maximum amount of product (1.0 means a 100% yield; for example, 0.34 means a 34% yield). (1) The reactants are Br[C:2]1[O:6][C:5]([C:7]2[C:12]([F:13])=[CH:11][CH:10]=[CH:9][C:8]=2[F:14])=[N:4][C:3]=1[C:15]#[N:16].C([Sn](CCCC)(CCCC)[C:22]1[CH:27]=[CH:26][CH:25]=[CH:24][N:23]=1)CCC.C[OH:37]. The catalyst is C(#N)C.C1C=CC([P]([Pd]([P](C2C=CC=CC=2)(C2C=CC=CC=2)C2C=CC=CC=2)([P](C2C=CC=CC=2)(C2C=CC=CC=2)C2C=CC=CC=2)[P](C2C=CC=CC=2)(C2C=CC=CC=2)C2C=CC=CC=2)(C2C=CC=CC=2)C2C=CC=CC=2)=CC=1. The product is [F:14][C:8]1[CH:9]=[CH:10][CH:11]=[C:12]([F:13])[C:7]=1[C:5]1[O:6][C:2]([C:22]2[CH:27]=[CH:26][CH:25]=[CH:24][N:23]=2)=[C:3]([C:15]([NH2:16])=[O:37])[N:4]=1. The yield is 0.580. (2) The reactants are C([SiH](CC)CC)C.[CH2:8]([O:10][C:11]([C:13]1[NH:14][C:15]([C:18](=O)[C:19]2[CH:24]=[CH:23][CH:22]=[CH:21][CH:20]=2)=[CH:16][CH:17]=1)=[O:12])[CH3:9]. The catalyst is FC(F)(F)C(O)=O. The product is [CH2:8]([O:10][C:11]([C:13]1[NH:14][C:15]([CH2:18][C:19]2[CH:24]=[CH:23][CH:22]=[CH:21][CH:20]=2)=[CH:16][CH:17]=1)=[O:12])[CH3:9]. The yield is 0.556. (3) The reactants are [CH3:1][O:2][C:3]1[CH:8]=[CH:7][C:6]([C:9]2[CH:14]=[CH:13][C:12]([C:15]([OH:17])=O)=[CH:11][CH:10]=2)=[CH:5][CH:4]=1.[CH:18]1[CH:19]=[CH:20][N:21]2[CH2:27][C:26]3[CH:28]=[CH:29][CH:30]=[CH:31][C:25]=3[NH:24][CH2:23][C:22]=12.C(N(CC)C(C)C)(C)C. The catalyst is S(Cl)(Cl)=O.ClCCl. The product is [CH:18]1[CH:19]=[CH:20][N:21]2[CH2:27][C:26]3[CH:28]=[CH:29][CH:30]=[CH:31][C:25]=3[N:24]([C:15]([C:12]3[CH:11]=[CH:10][C:9]([C:6]4[CH:5]=[CH:4][C:3]([O:2][CH3:1])=[CH:8][CH:7]=4)=[CH:14][CH:13]=3)=[O:17])[CH2:23][C:22]=12. The yield is 0.868. (4) The reactants are [CH2:1]([O:3][CH:4]([O:7][CH2:8][CH3:9])[CH2:5]Br)[CH3:2].C(=O)([O-])[O-].[Cs+].[Cs+].CN(C)C(=O)C.[F:22][C:23]1[N:28]=[CH:27][C:26]([OH:29])=[CH:25][CH:24]=1. The catalyst is O. The product is [CH2:1]([O:3][CH:4]([O:7][CH2:8][CH3:9])[CH2:5][O:29][C:26]1[CH:25]=[CH:24][C:23]([F:22])=[N:28][CH:27]=1)[CH3:2]. The yield is 0.990. (5) No catalyst specified. The reactants are C([O:4][C@@H:5]1[CH2:10][C@H:9]([C:11]2[CH:16]=[CH:15][N:14]=[CH:13][C:12]=2[NH:17][C:18](=[O:27])[C:19]2[C:24]([NH2:25])=[CH:23][CH:22]=[C:21](Br)[N:20]=2)[O:8][C@H:7]([CH3:28])[C@@:6]1([CH2:30][CH3:31])[OH:29])(=O)C.[F:32][C:33]1[CH:34]=[N:35][CH:36]=[CH:37][C:38]=1B1OC(C)(C)C(C)(C)O1. The product is [NH2:25][C:24]1[CH:23]=[CH:22][C:21]([C:38]2[CH:37]=[CH:36][N:35]=[CH:34][C:33]=2[F:32])=[N:20][C:19]=1[C:18]([NH:17][C:12]1[CH:13]=[N:14][CH:15]=[CH:16][C:11]=1[C@H:9]1[CH2:10][C@@H:5]([OH:4])[C@:6]([CH2:30][CH3:31])([OH:29])[C@@H:7]([CH3:28])[O:8]1)=[O:27]. The yield is 0.380. (6) The reactants are [CH3:1][S:2][C:3]1[CH:8]=[CH:7][CH:6]=[CH:5][C:4]=1[NH2:9].[N:10]([O-])=O.[Na+].[Sn](Cl)[Cl:15]. The catalyst is Cl.FC(F)(F)C(O)=O.O. The product is [ClH:15].[CH3:1][S:2][C:3]1[CH:8]=[CH:7][CH:6]=[CH:5][C:4]=1[NH:9][NH2:10]. The yield is 0.930. (7) The reactants are C([N:5]1[C:10](=[O:11])[C:9]([Cl:12])=[C:8]([O:13][CH2:14][C:15]2[CH:20]=[CH:19][C:18]([CH2:21][CH2:22][CH:23]([OH:25])[CH3:24])=[CH:17][CH:16]=2)[CH:7]=[N:6]1)(C)(C)C.[C:26]1([CH3:36])[CH:31]=[CH:30][C:29]([S:32](Cl)(=[O:34])=[O:33])=[CH:28][CH:27]=1. The catalyst is N1C=CC=CC=1.C(OCC)(=O)C. The product is [C:15]([CH:14]([O:13][C:8]1[CH:7]=[N:6][NH:5][C:10](=[O:11])[C:9]=1[Cl:12])[C:15]1[CH:16]=[CH:17][C:18]([CH2:21][CH2:22][CH:23]([O:25][S:32]([C:29]2[CH:30]=[CH:31][C:26]([CH3:36])=[CH:27][CH:28]=2)(=[O:34])=[O:33])[CH3:24])=[CH:19][CH:20]=1)([CH3:20])([CH3:16])[CH3:14]. The yield is 0.470. (8) The reactants are C[O:2][C:3]([C@@H:5]1[CH2:9][C@@H:8]([S:10][C:11]([C:24]2[CH:29]=[CH:28][CH:27]=[CH:26][CH:25]=2)([C:18]2[CH:23]=[CH:22][CH:21]=[CH:20][CH:19]=2)[C:12]2[CH:17]=[CH:16][CH:15]=[CH:14][CH:13]=2)[CH2:7][N:6]1[C:30]([O:32][C:33]([CH3:36])([CH3:35])[CH3:34])=[O:31])=O.O.C(O)(=O)CC(CC(O)=O)(C(O)=O)O. The catalyst is C1(C)C=CC=CC=1. The product is [C:33]([O:32][C:30]([N:6]1[CH2:7][C@H:8]([S:10][C:11]([C:18]2[CH:19]=[CH:20][CH:21]=[CH:22][CH:23]=2)([C:12]2[CH:17]=[CH:16][CH:15]=[CH:14][CH:13]=2)[C:24]2[CH:29]=[CH:28][CH:27]=[CH:26][CH:25]=2)[CH2:9][C@H:5]1[CH2:3][OH:2])=[O:31])([CH3:36])([CH3:35])[CH3:34]. The yield is 0.690. (9) The reactants are C[O:2][C:3]([C:5]1[S:6][C:7]([C:38]#[C:39][C:40]([CH3:43])([CH3:42])[CH3:41])=[CH:8][C:9]=1[N:10]([C:28](=[O:37])[C:29]1[CH:34]=[CH:33][C:32]([CH3:35])=[CH:31][C:30]=1[Cl:36])[C@H:11]1[CH2:16][CH2:15][C@H:14]([O:17]C(=O)C2C=CC(C)=CC=2Cl)[CH2:13][CH2:12]1)=[O:4].C1COCC1.[OH-].[Li+].Cl. The catalyst is O.CO. The product is [Cl:36][C:30]1[CH:31]=[C:32]([CH3:35])[CH:33]=[CH:34][C:29]=1[C:28]([N:10]([C@H:11]1[CH2:12][CH2:13][C@H:14]([OH:17])[CH2:15][CH2:16]1)[C:9]1[CH:8]=[C:7]([C:38]#[C:39][C:40]([CH3:41])([CH3:42])[CH3:43])[S:6][C:5]=1[C:3]([OH:4])=[O:2])=[O:37]. The yield is 0.450. (10) The reactants are [CH2:1]([O:8][C:9]1[CH:10]=[CH:11][C:12]2[O:16][C:15]([CH2:17][OH:18])=[CH:14][C:13]=2[CH:19]=1)[C:2]1[CH:7]=[CH:6][CH:5]=[CH:4][CH:3]=1.[H-].[Na+].[CH2:22](Br)[CH3:23]. The catalyst is CN(C=O)C.CCCC[N+](CCCC)(CCCC)CCCC.[I-]. The product is [CH2:1]([O:8][C:9]1[CH:10]=[CH:11][C:12]2[O:16][C:15]([CH2:17][O:18][CH2:22][CH3:23])=[CH:14][C:13]=2[CH:19]=1)[C:2]1[CH:3]=[CH:4][CH:5]=[CH:6][CH:7]=1. The yield is 1.00.